This data is from Forward reaction prediction with 1.9M reactions from USPTO patents (1976-2016). The task is: Predict the product of the given reaction. (1) Given the reactants [F:1][C:2]1[CH:13]=[CH:12][C:5]([CH2:6][CH2:7][O:8][CH2:9][CH2:10][OH:11])=[CH:4][CH:3]=1.C1(P(C2C=CC=CC=2)C2C=CC=CC=2)C=CC=CC=1.[CH2:33]([O:40][C:41]1[CH:46]=[CH:45][C:44](O)=[CH:43][CH:42]=1)[C:34]1[CH:39]=[CH:38][CH:37]=[CH:36][CH:35]=1.N(C(OC(C)(C)C)=O)=NC(OC(C)(C)C)=O, predict the reaction product. The product is: [F:1][C:2]1[CH:3]=[CH:4][C:5]([CH2:6][CH2:7][O:8][CH2:9][CH2:10][O:11][C:44]2[CH:45]=[CH:46][C:41]([O:40][CH2:33][C:34]3[CH:39]=[CH:38][CH:37]=[CH:36][CH:35]=3)=[CH:42][CH:43]=2)=[CH:12][CH:13]=1. (2) The product is: [Cl:31][C:29]1[CH:28]=[CH:27][C:25]2[NH:26][C:22]([CH:20]3[CH2:19][N:18]([C:13]4[CH:12]=[CH:11][N:10]=[C:9]([Cl:8])[N:14]=4)[CH2:21]3)=[N:23][C:24]=2[CH:30]=1. Given the reactants C(N(CC)CC)C.[Cl:8][C:9]1[N:14]=[C:13](Cl)[CH:12]=[CH:11][N:10]=1.Cl.Cl.[NH:18]1[CH2:21][CH:20]([C:22]2[NH:26][C:25]3[CH:27]=[CH:28][C:29]([Cl:31])=[CH:30][C:24]=3[N:23]=2)[CH2:19]1.C(OCC)(=O)C, predict the reaction product. (3) Given the reactants [CH:1]1([C:4]2[N:5]=[C:6]([C:9](Cl)=[O:10])[S:7][CH:8]=2)[CH2:3][CH2:2]1.[NH2:12][C:13]1[C:18]([CH3:19])=[C:17]([O:20][CH3:21])[CH:16]=[CH:15][C:14]=1[C:22](=[O:24])[CH3:23], predict the reaction product. The product is: [C:22]([C:14]1[C:13]([NH:12][C:9]([C:6]2[S:7][CH:8]=[C:4]([CH:1]3[CH2:3][CH2:2]3)[N:5]=2)=[O:10])=[C:18]([CH3:19])[C:17]([O:20][CH3:21])=[CH:16][CH:15]=1)(=[O:24])[CH3:23]. (4) Given the reactants [CH3:1][C:2]1[C:3]([CH2:8][N:9]([CH2:16][C:17]2[C:22]([CH3:23])=[CH:21][CH:20]=[CH:19][N:18]=2)[CH:10]2[CH2:15][CH2:14][NH:13][CH2:12][CH2:11]2)=[N:4][CH:5]=[CH:6][CH:7]=1.CCN(C(C)C)C(C)C.[C:33](Cl)(Cl)=[O:34].[NH2:37][C:38]1[CH:43]=[CH:42][CH:41]=[CH:40][C:39]=1[OH:44], predict the reaction product. The product is: [OH:44][C:39]1[CH:40]=[CH:41][CH:42]=[CH:43][C:38]=1[NH:37][C:33]([N:13]1[CH2:14][CH2:15][CH:10]([N:9]([CH2:16][C:17]2[C:22]([CH3:23])=[CH:21][CH:20]=[CH:19][N:18]=2)[CH2:8][C:3]2[C:2]([CH3:1])=[CH:7][CH:6]=[CH:5][N:4]=2)[CH2:11][CH2:12]1)=[O:34].